This data is from CYP2D6 substrate classification data from Carbon-Mangels et al.. The task is: Regression/Classification. Given a drug SMILES string, predict its absorption, distribution, metabolism, or excretion properties. Task type varies by dataset: regression for continuous measurements (e.g., permeability, clearance, half-life) or binary classification for categorical outcomes (e.g., BBB penetration, CYP inhibition). Dataset: cyp2d6_substrate_carbonmangels. (1) The compound is CO[C@H]1C=CO[C@@]2(C)Oc3c(C)c(O)c4c(O)c(c(/C=N\N5CCN(C6CCCC6)CC5)c(O)c4c3C2=O)NC(=O)C(C)=CC=C[C@H](C)[C@H](O)[C@@H](C)[C@@H](O)[C@@H](C)[C@H](OC(C)=O)[C@H]1C. The result is 0 (non-substrate). (2) The compound is Cc1c(OCC(F)(F)F)ccnc1C[S@@H](=O)c1nc2ccccc2[nH]1. The result is 0 (non-substrate). (3) The result is 0 (non-substrate). The molecule is COC(=O)C1=C(C)NC(C)=C(C(=O)OC/C=C/c2ccccc2)[C@H]1c1cccc([N+](=O)[O-])c1. (4) The drug is CCC[C@@H](C)C1(CC)C(=O)NC(=O)NC1=O. The result is 0 (non-substrate). (5) The drug is Cc1nc2n(c(=O)c1CCN1CCC(c3noc4cc(F)ccc34)CC1)CCCC2. The result is 1 (substrate). (6) The compound is CC(C)(C(=O)O)c1ccc([C@@H](O)CCCN2CCC(C(O)(c3ccccc3)c3ccccc3)CC2)cc1. The result is 0 (non-substrate). (7) The compound is CC(C)c1cccc(C(C)C)c1O. The result is 1 (substrate).